From a dataset of Reaction yield outcomes from USPTO patents with 853,638 reactions. Predict the reaction yield, written as a fraction of the theoretical maximum amount of product (1.0 means a 100% yield; for example, 0.34 means a 34% yield). (1) The reactants are [CH3:1][C:2]1[C:3]([N:9]2[CH2:14][CH2:13][CH2:12][CH2:11][CH2:10]2)=[C:4]([NH2:8])[CH:5]=[CH:6][CH:7]=1.[C:15]([C:17]1[O:21][C:20]([C:22](Cl)=[O:23])=[CH:19][CH:18]=1)#[N:16].CCN(C(C)C)C(C)C. No catalyst specified. The product is [CH3:1][C:2]1[C:3]([N:9]2[CH2:14][CH2:13][CH2:12][CH2:11][CH2:10]2)=[C:4]([NH:8][C:22]([C:20]2[O:21][C:17]([C:15]#[N:16])=[CH:18][CH:19]=2)=[O:23])[CH:5]=[CH:6][CH:7]=1. The yield is 0.120. (2) The reactants are [C:1]1([CH:7]2O[C:8]2([C:13]2[CH:18]=[CH:17][N:16]=[CH:15][CH:14]=2)[C:9](=O)[CH3:10])[CH:6]=[CH:5][CH:4]=[CH:3][CH:2]=1.[NH2:19][NH2:20]. The catalyst is C(O)C. The product is [CH3:10][C:9]1[C:8]([C:13]2[CH:18]=[CH:17][N:16]=[CH:15][CH:14]=2)=[C:7]([C:1]2[CH:6]=[CH:5][CH:4]=[CH:3][CH:2]=2)[NH:20][N:19]=1. The yield is 0.350. (3) The reactants are [CH:1]1([N:6]2[C:11]3[N:12]=[C:13](S(C)=O)[N:14]=[CH:15][C:10]=3[CH:9]=[C:8]([CH2:19][C:20]3[S:21][CH:22]=[CH:23][N:24]=3)[C:7]2=[O:25])[CH2:5][CH2:4][CH2:3][CH2:2]1.[C:26]([O:30][C:31]([N:33]1[CH2:38][CH2:37][N:36]([C:39]2[CH:44]=[CH:43][C:42]([NH2:45])=[CH:41][CH:40]=2)[CH2:35][CH2:34]1)=[O:32])([CH3:29])([CH3:28])[CH3:27]. The catalyst is CS(C)=O. The product is [C:26]([O:30][C:31]([N:33]1[CH2:38][CH2:37][N:36]([C:39]2[CH:40]=[CH:41][C:42]([NH:45][C:13]3[N:14]=[CH:15][C:10]4[CH:9]=[C:8]([CH2:19][C:20]5[S:21][CH:22]=[CH:23][N:24]=5)[C:7](=[O:25])[N:6]([CH:1]5[CH2:5][CH2:4][CH2:3][CH2:2]5)[C:11]=4[N:12]=3)=[CH:43][CH:44]=2)[CH2:35][CH2:34]1)=[O:32])([CH3:29])([CH3:27])[CH3:28]. The yield is 0.640. (4) The yield is 0.960. The catalyst is CO.[Pd]. The reactants are [NH2:1][C:2]1[CH:3]=[C:4]([C:8]#[C:9][C:10]2[N:15]=[C:14]([NH:16][C:17](=[O:23])[O:18][C:19]([CH3:22])([CH3:21])[CH3:20])[CH:13]=[CH:12][CH:11]=2)[CH:5]=[CH:6][CH:7]=1. The product is [NH2:1][C:2]1[CH:3]=[C:4]([CH2:8][CH2:9][C:10]2[N:15]=[C:14]([NH:16][C:17](=[O:23])[O:18][C:19]([CH3:21])([CH3:20])[CH3:22])[CH:13]=[CH:12][CH:11]=2)[CH:5]=[CH:6][CH:7]=1. (5) The reactants are [Cl:1][C:2]1[CH:3]=[C:4]([C:9]2[N:14]=[C:13]3[CH2:15][CH2:16][CH2:17][C:12]3=[C:11]([NH:18][C:19]3[CH:24]=[CH:23][C:22]([CH2:25][C:26](OCC)=[O:27])=[CH:21][CH:20]=3)[CH:10]=2)[CH:5]=[C:6]([F:8])[CH:7]=1.NC1C=CC(CCO)=CC=1. No catalyst specified. The product is [ClH:1].[Cl:1][C:2]1[CH:3]=[C:4]([C:9]2[N:14]=[C:13]3[CH2:15][CH2:16][CH2:17][C:12]3=[C:11]([NH:18][C:19]3[CH:24]=[CH:23][C:22]([CH2:25][CH2:26][OH:27])=[CH:21][CH:20]=3)[CH:10]=2)[CH:5]=[C:6]([F:8])[CH:7]=1. The yield is 0.230. (6) The reactants are [CH:1]1([CH2:7][C:8](=[O:10])[CH3:9])[CH2:6][CH2:5][CH2:4][CH2:3][CH2:2]1.[C:12]([O:14][CH2:15][CH3:16])(=[O:13])[C:12]([O:14][CH2:15][CH3:16])=[O:13].CC[O-].[Na+].CCO. The catalyst is [NH4+].[Cl-]. The product is [CH:1]1([CH2:7][C:8](=[O:10])[CH2:9][C:12]([O:14][CH2:15][CH3:16])=[O:13])[CH2:6][CH2:5][CH2:4][CH2:3][CH2:2]1. The yield is 0.570. (7) The reactants are C[O:2][C:3](=O)[C:4]1[CH:9]=[C:8]([CH3:10])[C:7]([NH:11][C:12](=[O:37])[CH2:13][CH2:14][N:15]2[CH2:20][CH2:19][CH:18]([O:21][C:22](=[O:36])[NH:23][C:24]3[CH:29]=[CH:28][CH:27]=[CH:26][C:25]=3[C:30]3[CH:35]=[CH:34][CH:33]=[CH:32][CH:31]=3)[CH2:17][CH2:16]2)=[CH:6][C:5]=1[CH3:38].[H-].[Al+3].[Li+].[H-].[H-].[H-].O.[OH-].[Na+]. The catalyst is O1CCCC1. The product is [OH:2][CH2:3][C:4]1[C:5]([CH3:38])=[CH:6][C:7]([NH:11][C:12]([CH2:13][CH2:14][N:15]2[CH2:16][CH2:17][CH:18]([O:21][C:22](=[O:36])[NH:23][C:24]3[CH:29]=[CH:28][CH:27]=[CH:26][C:25]=3[C:30]3[CH:31]=[CH:32][CH:33]=[CH:34][CH:35]=3)[CH2:19][CH2:20]2)=[O:37])=[C:8]([CH3:10])[CH:9]=1. The yield is 0.475. (8) The reactants are [NH2:1][C:2]1[CH:3]=[C:4]([Cl:10])[C:5]([C:8]#[N:9])=[N:6][CH:7]=1.[CH2:11]([N:13]1[C:22]2[C:17](=[CH:18][C:19]([NH:23][C:24]([CH2:26][CH:27]([CH3:32])[CH2:28][C:29](O)=[O:30])=[O:25])=[CH:20][CH:21]=2)[C:16](=[O:33])[N:15]([CH2:34][CH3:35])[C:14]1=[O:36])[CH3:12].CCN(C(C)C)C(C)C.C(P1(=O)OP(CCC)(=O)OP(CCC)(=O)O1)CC. The catalyst is C(OCC)(=O)C. The product is [Cl:10][C:4]1[CH:3]=[C:2]([NH:1][C:29](=[O:30])[CH2:28][CH:27]([CH3:32])[CH2:26][C:24]([NH:23][C:19]2[CH:18]=[C:17]3[C:22](=[CH:21][CH:20]=2)[N:13]([CH2:11][CH3:12])[C:14](=[O:36])[N:15]([CH2:34][CH3:35])[C:16]3=[O:33])=[O:25])[CH:7]=[N:6][C:5]=1[C:8]#[N:9]. The yield is 0.100. (9) The reactants are [Br:1][C:2]1[C:3]([F:13])=[CH:4][C:5]2[O:10][CH2:9][C:8](=[O:11])[NH:7][C:6]=2[CH:12]=1.C([O-])([O-])=O.[K+].[K+].Br[CH:21]([CH3:27])[C:22]([O:24][CH2:25][CH3:26])=[O:23]. The catalyst is CC(C)=O. The product is [CH2:25]([O:24][C:22](=[O:23])[CH:21]([N:7]1[C:6]2[CH:12]=[C:2]([Br:1])[C:3]([F:13])=[CH:4][C:5]=2[O:10][CH2:9][C:8]1=[O:11])[CH3:27])[CH3:26]. The yield is 0.750. (10) The reactants are [CH:1]1([CH:7]([C:9]2[C:10]([CH2:22][O:23][CH3:24])=[N:11][N:12]([C:14]3[CH:19]=[CH:18][C:17]([O:20][CH3:21])=[CH:16][CH:15]=3)[CH:13]=2)O)[CH2:6][CH2:5][CH2:4][CH2:3][CH2:2]1.[NH2:25][C:26]1[CH:31]=[CH:30][C:29]([C:32]([NH:34][CH2:35][CH2:36][C:37]([O:39]CC)=[O:38])=[O:33])=[CH:28][CH:27]=1. No catalyst specified. The product is [CH:1]1([CH:7]([NH:25][C:26]2[CH:27]=[CH:28][C:29]([C:32]([NH:34][CH2:35][CH2:36][C:37]([OH:39])=[O:38])=[O:33])=[CH:30][CH:31]=2)[C:9]2[C:10]([CH2:22][O:23][CH3:24])=[N:11][N:12]([C:14]3[CH:19]=[CH:18][C:17]([O:20][CH3:21])=[CH:16][CH:15]=3)[CH:13]=2)[CH2:6][CH2:5][CH2:4][CH2:3][CH2:2]1. The yield is 0.330.